This data is from Full USPTO retrosynthesis dataset with 1.9M reactions from patents (1976-2016). The task is: Predict the reactants needed to synthesize the given product. (1) Given the product [CH3:10][N:11]([CH3:12])[C:2]1[CH:9]=[CH:8][C:5]([C:6]#[N:7])=[CH:4][N:3]=1, predict the reactants needed to synthesize it. The reactants are: Cl[C:2]1[CH:9]=[CH:8][C:5]([C:6]#[N:7])=[CH:4][N:3]=1.[CH3:10][NH:11][CH3:12].C(N(CC)CC)C. (2) Given the product [NH2:8][C:9]1[CH:36]=[C:12]2[CH2:13][N:14]([C:18]([O:20][CH2:21][C:22]3[CH:27]=[C:26]([C:28]([F:29])([F:30])[F:31])[CH:25]=[C:24]([C:32]([F:35])([F:33])[F:34])[CH:23]=3)=[O:19])[CH2:15][CH2:16][CH2:17][N:11]2[N:10]=1, predict the reactants needed to synthesize it. The reactants are: C(OC([NH:8][C:9]1[CH:36]=[C:12]2[CH2:13][N:14]([C:18]([O:20][CH2:21][C:22]3[CH:27]=[C:26]([C:28]([F:31])([F:30])[F:29])[CH:25]=[C:24]([C:32]([F:35])([F:34])[F:33])[CH:23]=3)=[O:19])[CH2:15][CH2:16][CH2:17][N:11]2[N:10]=1)=O)(C)(C)C.Cl.